This data is from Full USPTO retrosynthesis dataset with 1.9M reactions from patents (1976-2016). The task is: Predict the reactants needed to synthesize the given product. (1) Given the product [C:1]([O:5][C:6]([N:8]1[CH2:14][CH2:13][C:12]2[C:15]([CH2:20][CH2:21][C:22]3[S:23][CH:24]=[CH:25][N:26]=3)=[C:16]([Cl:19])[CH:17]=[CH:18][C:11]=2[CH2:10][CH2:9]1)=[O:7])([CH3:4])([CH3:2])[CH3:3], predict the reactants needed to synthesize it. The reactants are: [C:1]([O:5][C:6]([N:8]1[CH2:14][CH2:13][C:12]2[C:15]([C:20]#[C:21][C:22]3[S:23][CH:24]=[CH:25][N:26]=3)=[C:16]([Cl:19])[CH:17]=[CH:18][C:11]=2[CH2:10][CH2:9]1)=[O:7])([CH3:4])([CH3:3])[CH3:2].C(O)(=O)C. (2) Given the product [NH2:23][CH:20]1[CH2:21][CH2:22][CH:17]([NH:16][C:7]2[C:6]3[C:5]4[C@@H:4]([CH2:3][CH:2]([OH:1])[CH3:31])[CH2:15][CH2:14][C:13]=4[S:12][C:11]=3[N:10]=[CH:9][N:8]=2)[CH2:18][CH2:19]1, predict the reactants needed to synthesize it. The reactants are: [OH:1][CH:2]([CH3:31])[CH2:3][C@H:4]1[CH2:15][CH2:14][C:13]2[S:12][C:11]3[N:10]=[CH:9][N:8]=[C:7]([NH:16][CH:17]4[CH2:22][CH2:21][CH:20]([NH:23]C(=O)OC(C)(C)C)[CH2:19][CH2:18]4)[C:6]=3[C:5]1=2.Cl. (3) Given the product [CH3:21][O:20][C:14]1[CH:13]=[C:12]([CH:17]=[CH:16][C:15]=1[O:18][CH3:19])[C:11]([NH:10][C:7]1[CH:6]=[CH:5][C:4]([C:3]([CH3:24])([C:1]2[N:33]=[C:49]([CH2:48][O:41][C:42]3[CH:47]=[CH:46][CH:45]=[CH:44][CH:43]=3)[O:51][N:2]=2)[CH3:23])=[CH:9][CH:8]=1)=[O:22], predict the reactants needed to synthesize it. The reactants are: [C:1]([C:3]([CH3:24])([CH3:23])[C:4]1[CH:9]=[CH:8][C:7]([NH:10][C:11](=[O:22])[C:12]2[CH:17]=[CH:16][C:15]([O:18][CH3:19])=[C:14]([O:20][CH3:21])[CH:13]=2)=[CH:6][CH:5]=1)#[N:2].NO.C1C=CC2N(O)N=[N:33]C=2C=1.C(Cl)CCl.[O:41]([CH2:48][C:49]([OH:51])=O)[C:42]1[CH:47]=[CH:46][CH:45]=[CH:44][CH:43]=1. (4) Given the product [NH:15]([CH2:22][CH2:23][C:24]([NH:14][NH:13][C:11]([C:6]1[NH:7][C:8]2[C:4]([CH:5]=1)=[CH:3][C:2]([Cl:1])=[CH:10][CH:9]=2)=[O:12])=[O:25])[C:16]1[CH:21]=[CH:20][CH:19]=[CH:18][CH:17]=1, predict the reactants needed to synthesize it. The reactants are: [Cl:1][C:2]1[CH:3]=[C:4]2[C:8](=[CH:9][CH:10]=1)[NH:7][C:6]([C:11]([NH:13][NH2:14])=[O:12])=[CH:5]2.[NH:15]([CH2:22][CH2:23][C:24](O)=[O:25])[C:16]1[CH:21]=[CH:20][CH:19]=[CH:18][CH:17]=1.ON1C2C=CC=CC=2N=N1.C(Cl)CCl. (5) The reactants are: [Cl:1][C:2]1[CH:7]=[CH:6][CH:5]=[C:4]([Cl:8])[C:3]=1[CH2:9][S:10]([C:13]1[CH:14]=[C:15]2[C:19](=[CH:20][CH:21]=1)[NH:18][C:17](=[O:22])/[C:16]/2=[CH:23]\[C:24]1[NH:28][C:27]([CH3:29])=[C:26]([CH2:30][C:31]([OH:33])=O)[C:25]=1[CH3:34])(=[O:12])=[O:11].C1C=CC2N(O)N=NC=2C=1.CCN=C=NCCCN(C)C.Cl.[NH2:57][CH2:58][CH2:59][N:60]1[CH2:64][CH2:63][CH:62]([NH:65][C:66](=[O:68])[CH3:67])[CH2:61]1. Given the product [C:66]([NH:65][CH:62]1[CH2:63][CH2:64][N:60]([CH2:59][CH2:58][NH:57][C:31](=[O:33])[CH2:30][C:26]2[C:25]([CH3:34])=[C:24](/[CH:23]=[C:16]3\[C:17](=[O:22])[NH:18][C:19]4[C:15]\3=[CH:14][C:13]([S:10]([CH2:9][C:3]3[C:4]([Cl:8])=[CH:5][CH:6]=[CH:7][C:2]=3[Cl:1])(=[O:11])=[O:12])=[CH:21][CH:20]=4)[NH:28][C:27]=2[CH3:29])[CH2:61]1)(=[O:68])[CH3:67], predict the reactants needed to synthesize it. (6) The reactants are: [OH:1][C:2]1[C:7]([O:8]C)=[CH:6][C:5]([C:10]#[N:11])=[C:4]([C:12]2[CH:17]=[CH:16][CH:15]=[C:14]([C:18]([F:21])([F:20])[F:19])[CH:13]=2)[C:3]=1[C:22]#[N:23].FC(F)(F)C1C=C(B(O)O)C=CC=1.BrC1C(C#N)=C(O)C(OC)=CC=1C#N. Given the product [OH:1][C:2]1[C:7]([OH:8])=[CH:6][C:5]([C:10]#[N:11])=[C:4]([C:12]2[CH:17]=[CH:16][CH:15]=[C:14]([C:18]([F:19])([F:20])[F:21])[CH:13]=2)[C:3]=1[C:22]#[N:23], predict the reactants needed to synthesize it. (7) Given the product [C:30]([O:29][C:27]([NH:2][C:3]1([C:14]([O:16][CH3:17])=[O:15])[C:11]2[C:6](=[C:7]([F:13])[CH:8]=[C:9]([F:12])[CH:10]=2)[CH2:5][CH2:4]1)=[O:28])([CH3:33])([CH3:32])[CH3:31], predict the reactants needed to synthesize it. The reactants are: Cl.[NH2:2][C:3]1([C:14]([O:16][CH3:17])=[O:15])[C:11]2[C:6](=[C:7]([F:13])[CH:8]=[C:9]([F:12])[CH:10]=2)[CH2:5][CH2:4]1.C(N(CC)C(C)C)(C)C.[C:27](O[C:27]([O:29][C:30]([CH3:33])([CH3:32])[CH3:31])=[O:28])([O:29][C:30]([CH3:33])([CH3:32])[CH3:31])=[O:28]. (8) Given the product [CH3:1][O:2][C@H:3]1[C@H:8]([NH2:9])[CH2:7][CH2:6][N:5]([CH3:17])[CH2:4]1, predict the reactants needed to synthesize it. The reactants are: [CH3:1][O:2][C@H:3]1[C@H:8]([NH:9]C(=O)OC(C)(C)C)[CH2:7][CH2:6][N:5]([CH3:17])[CH2:4]1.Cl. (9) Given the product [Cl:27][C:22]1[CH:23]=[CH:24][CH:25]=[CH:26][C:21]=1[C:4]1[N:3]=[C:2]([C:32]2[CH2:33][CH:34]3[N:29]([CH3:28])[CH:30]([CH2:36][CH2:35]3)[CH:31]=2)[CH:11]=[C:10]2[C:5]=1[CH:6]=[CH:7][C:8](=[O:20])[N:9]2[C:12]1[C:17]([Cl:18])=[CH:16][CH:15]=[CH:14][C:13]=1[Cl:19], predict the reactants needed to synthesize it. The reactants are: Br[C:2]1[CH:11]=[C:10]2[C:5]([CH:6]=[CH:7][C:8](=[O:20])[N:9]2[C:12]2[C:17]([Cl:18])=[CH:16][CH:15]=[CH:14][C:13]=2[Cl:19])=[C:4]([C:21]2[CH:26]=[CH:25][CH:24]=[CH:23][C:22]=2[Cl:27])[N:3]=1.[CH3:28][N:29]1[CH:34]2[CH2:35][CH2:36][CH:30]1[CH:31]=[C:32]([Sn](C)(C)C)[CH2:33]2. (10) Given the product [Cl:1][C:2]1[CH:7]=[CH:6][C:5]([C:8]([F:55])=[C:13]2[CH2:18][CH2:17][N:16]([S:19]([C:22]3[C:23]([CH3:28])=[N:24][NH:25][C:26]=3[CH3:27])(=[O:21])=[O:20])[CH2:15][CH2:14]2)=[CH:4][CH:3]=1, predict the reactants needed to synthesize it. The reactants are: [Cl:1][C:2]1[CH:7]=[CH:6][C:5]([C:8](=[C:13]2[CH2:18][CH2:17][N:16]([S:19]([C:22]3[C:23]([CH3:28])=[N:24][NH:25][C:26]=3[CH3:27])(=[O:21])=[O:20])[CH2:15][CH2:14]2)C(OC)=O)=[CH:4][CH:3]=1.CC1C(S(Cl)(=O)=O)=C(C)NN=1.Cl.ClC1C=CC(C([F:55])=C2CCNCC2)=CC=1.